Dataset: Full USPTO retrosynthesis dataset with 1.9M reactions from patents (1976-2016). Task: Predict the reactants needed to synthesize the given product. Given the product [CH3:1][O:2][C:3]1[CH:4]=[C:5]([NH:13][C:14]2[CH:19]=[N:18][CH:17]=[C:16]([C:21]3[CH:26]=[CH:25][CH:24]=[CH:23][CH:22]=3)[N:15]=2)[CH:6]=[C:7]([O:11][CH3:12])[C:8]=1[O:9][CH3:10], predict the reactants needed to synthesize it. The reactants are: [CH3:1][O:2][C:3]1[CH:4]=[C:5]([NH:13][C:14]2[CH:19]=[N:18][CH:17]=[C:16](Cl)[N:15]=2)[CH:6]=[C:7]([O:11][CH3:12])[C:8]=1[O:9][CH3:10].[C:21]1(B(O)O)[CH:26]=[CH:25][CH:24]=[CH:23][CH:22]=1.